Dataset: NCI-60 drug combinations with 297,098 pairs across 59 cell lines. Task: Regression. Given two drug SMILES strings and cell line genomic features, predict the synergy score measuring deviation from expected non-interaction effect. (1) Drug 1: C1CC(=O)NC(=O)C1N2CC3=C(C2=O)C=CC=C3N. Drug 2: COC1=C2C(=CC3=C1OC=C3)C=CC(=O)O2. Cell line: HL-60(TB). Synergy scores: CSS=12.9, Synergy_ZIP=3.39, Synergy_Bliss=-5.71, Synergy_Loewe=-0.849, Synergy_HSA=-0.341. (2) Drug 1: N.N.Cl[Pt+2]Cl. Drug 2: CC1C(C(CC(O1)OC2CC(CC3=C2C(=C4C(=C3O)C(=O)C5=C(C4=O)C(=CC=C5)OC)O)(C(=O)CO)O)N)O.Cl. Cell line: HOP-62. Synergy scores: CSS=41.5, Synergy_ZIP=5.64, Synergy_Bliss=5.10, Synergy_Loewe=-33.7, Synergy_HSA=-1.07.